The task is: Predict which catalyst facilitates the given reaction.. This data is from Catalyst prediction with 721,799 reactions and 888 catalyst types from USPTO. (1) Reactant: C(OC(=O)[N:7]([CH2:30][C:31]1[CH:40]=[CH:39][C:34]2[O:35][CH2:36][CH2:37][O:38][C:33]=2[CH:32]=1)[CH:8]1[CH2:13][CH2:12][N:11]([CH2:14][CH2:15][N:16]2[C:25]3[C:20](=[CH:21][CH:22]=[C:23]([O:26][CH3:27])[CH:24]=3)[C:19]([CH3:28])=[CH:18][C:17]2=[O:29])[CH2:10][CH2:9]1)(C)(C)C.FC(F)(F)C(O)=O. Product: [O:35]1[C:34]2[CH:39]=[CH:40][C:31]([CH2:30][NH:7][CH:8]3[CH2:13][CH2:12][N:11]([CH2:14][CH2:15][N:16]4[C:25]5[C:20](=[CH:21][CH:22]=[C:23]([O:26][CH3:27])[CH:24]=5)[C:19]([CH3:28])=[CH:18][C:17]4=[O:29])[CH2:10][CH2:9]3)=[CH:32][C:33]=2[O:38][CH2:37][CH2:36]1. The catalyst class is: 4. (2) Reactant: [C:1]([C:3]1[S:4][C:5]2[C:11]([C:12]#[N:13])=[C:10](/[N:14]=[CH:15]/[N:16](C)C)[CH:9]=[CH:8][C:6]=2[N:7]=1)#[N:2].[Cl:19][C:20]1[CH:26]=[CH:25][C:23](N)=[C:22]([F:27])[CH:21]=1.[K+].[Br-]. Product: [Cl:19][C:20]1[CH:26]=[CH:25][C:23]([NH:13][C:12]2[C:11]3[C:10](=[CH:9][CH:8]=[C:6]4[N:7]=[C:3]([C:1]#[N:2])[S:4][C:5]4=3)[N:14]=[CH:15][N:16]=2)=[C:22]([F:27])[CH:21]=1. The catalyst class is: 91.